This data is from Reaction yield outcomes from USPTO patents with 853,638 reactions. The task is: Predict the reaction yield, written as a fraction of the theoretical maximum amount of product (1.0 means a 100% yield; for example, 0.34 means a 34% yield). (1) The catalyst is ClCCl.CO.ClCCCl. The product is [F:4][C:3]([F:6])([F:5])[C:1]([OH:7])=[O:2].[Br:8][C:9]1[C:10]([NH:16][C:17](=[O:29])[C:18]([CH3:19])([NH:21][CH2:22][CH2:43][CH:40]2[CH2:41][CH2:42][O:37][CH2:38][CH2:39]2)[CH3:20])=[N:11][CH:12]=[C:13]([Br:15])[N:14]=1. The yield is 0.670. The reactants are [C:1]([OH:7])([C:3]([F:6])([F:5])[F:4])=[O:2].[Br:8][C:9]1[C:10]([NH:16][C:17](=[O:29])[C:18]([NH:21][C:22](=O)OC(C)(C)C)([CH3:20])[CH3:19])=[N:11][CH:12]=[C:13]([Br:15])[N:14]=1.S([O-])([O-])(=O)=O.[Na+].[Na+].[O:37]1[CH2:42][CH2:41][CH:40]([CH2:43]C=O)[CH2:39][CH2:38]1.C(O[BH-](OC(=O)C)OC(=O)C)(=O)C.[Na+]. (2) The reactants are [Cl:1][C:2]1[CH:10]=[CH:9][C:5]([C:6](Cl)=[O:7])=[C:4]([CH:11]2[CH2:13][CH2:12]2)[N:3]=1.[CH:14]1([NH2:20])[CH2:19][CH2:18][CH2:17][CH2:16][CH2:15]1.C(N(C(C)C)C(C)C)C. The catalyst is C(Cl)Cl.C1COCC1. The product is [Cl:1][C:2]1[CH:10]=[CH:9][C:5]([C:6]([NH:20][CH:14]2[CH2:19][CH2:18][CH2:17][CH2:16][CH2:15]2)=[O:7])=[C:4]([CH:11]2[CH2:13][CH2:12]2)[N:3]=1. The yield is 0.790. (3) The reactants are [NH2:1][C:2]1[C:3]([C:16]2[C:21]([CH3:22])=[CH:20][C:19]([CH3:23])=[CH:18][C:17]=2[CH3:24])=[C:4]2[N:9]([C:10]=1[C:11](OCC)=[O:12])[CH:8]=[CH:7][CH:6]=[CH:5]2.C[Si]([N-][Si](C)(C)C)(C)C.[K+].[C:35]1(C)[CH:40]=CC=C[CH:36]=1. The catalyst is COC(OC)(C)C. The product is [OH:12][C:11]1[C:10]2[N:9]3[C:4]([CH:5]=[CH:6][CH:7]=[CH:8]3)=[C:3]([C:16]3[C:17]([CH3:24])=[CH:18][C:19]([CH3:23])=[CH:20][C:21]=3[CH3:22])[C:2]=2[N:1]=[C:35]([CH3:40])[CH:36]=1. The yield is 0.540. (4) The reactants are [OH-].[K+].O.O.[Cl:5][C:6]1[C:11]([N+:12]([O-:14])=[O:13])=[CH:10][CH:9]=[C:8]([Cl:15])[C:7]=1[S:16]([OH:19])(=O)=[O:17].P(Cl)(Cl)(Cl)(Cl)[Cl:21].O=P(Cl)(Cl)Cl. The catalyst is CO. The product is [Cl:5][C:6]1[C:11]([N+:12]([O-:14])=[O:13])=[CH:10][CH:9]=[C:8]([Cl:15])[C:7]=1[S:16]([Cl:21])(=[O:19])=[O:17]. The yield is 0.790. (5) The reactants are N.P(OCC)(OCC)(O[C:5]1[CH:10]=[CH:9][C:8]([CH3:11])=[CH:7][C:6]=1[C:12]([CH3:15])([CH3:14])[CH3:13])=O.[Li]. The catalyst is CCOCC. The product is [C:12]([C:6]1[CH:5]=[CH:10][CH:9]=[C:8]([CH3:11])[CH:7]=1)([CH3:15])([CH3:14])[CH3:13]. The yield is 0.910. (6) The reactants are Br[CH2:2][CH2:3][O:4][C:5]1[C:10]([O:11][CH2:12][CH2:13][CH:14]([C:16]2[CH:21]=[CH:20][C:19]([F:22])=[CH:18][CH:17]=2)[CH3:15])=[C:9]([O:23][CH3:24])[C:8]([Cl:25])=[C:7]([CH3:26])[C:6]=1[C:27](=[O:29])[CH3:28].[CH3:30][NH:31][CH3:32].C1COCC1. No catalyst specified. The product is [Cl:25][C:8]1[C:7]([CH3:26])=[C:6]([C:27](=[O:29])[CH3:28])[C:5]([O:4][CH2:3][CH2:2][N:31]([CH3:32])[CH3:30])=[C:10]([O:11][CH2:12][CH2:13][CH:14]([C:16]2[CH:21]=[CH:20][C:19]([F:22])=[CH:18][CH:17]=2)[CH3:15])[C:9]=1[O:23][CH3:24]. The yield is 0.560.